Dataset: Forward reaction prediction with 1.9M reactions from USPTO patents (1976-2016). Task: Predict the product of the given reaction. Given the reactants [O:1]1CCO[CH:2]1[C:6]1[CH:7]=[C:8]([NH:12][C:13]2[CH:18]=[CH:17][CH:16]=[CH:15][N:14]=2)[CH:9]=[CH:10][CH:11]=1.Cl.O, predict the reaction product. The product is: [N:14]1[CH:15]=[CH:16][CH:17]=[CH:18][C:13]=1[NH:12][C:8]1[CH:7]=[C:6]([CH:11]=[CH:10][CH:9]=1)[CH:2]=[O:1].